From a dataset of Catalyst prediction with 721,799 reactions and 888 catalyst types from USPTO. Predict which catalyst facilitates the given reaction. (1) Reactant: [F:1][C:2]([F:33])([F:32])[C:3]1[CH:4]=[C:5]([CH:29]=[CH:30][CH:31]=1)[C:6]([NH:8][C:9]1[CH:10]=[C:11]([C:15]2[N:20]3[N:21]=[CH:22][C:23]([C:24]([O:26][CH2:27][CH3:28])=[O:25])=[C:19]3[N:18]=[CH:17][CH:16]=2)[CH:12]=[CH:13][CH:14]=1)=[O:7].C([BH3-])#N.[Na+]. Product: [F:32][C:2]([F:1])([F:33])[C:3]1[CH:4]=[C:5]([CH:29]=[CH:30][CH:31]=1)[C:6]([NH:8][C:9]1[CH:10]=[C:11]([C:15]2[N:20]3[N:21]=[CH:22][C:23]([C:24]([O:26][CH2:27][CH3:28])=[O:25])=[C:19]3[NH:18][CH2:17][CH:16]=2)[CH:12]=[CH:13][CH:14]=1)=[O:7]. The catalyst class is: 15. (2) Reactant: [CH2:1]([N:8]1[C:13]2[CH:14]=[C:15]([CH2:18][C:19]3[CH:20]=[C:21]([C:26]4(O)[C@H:31]([O:32][CH2:33][C:34]5[CH:39]=[CH:38][CH:37]=[CH:36][CH:35]=5)[C@@H:30]([O:40][CH2:41][C:42]5[CH:47]=[CH:46][CH:45]=[CH:44][CH:43]=5)[C@H:29]([O:48][CH2:49][C:50]5[CH:55]=[CH:54][CH:53]=[CH:52][CH:51]=5)[C@@H:28]([CH2:56][O:57][CH2:58][C:59]5[CH:64]=[CH:63][CH:62]=[CH:61][CH:60]=5)[O:27]4)[CH:22]=[CH:23][C:24]=3[Br:25])[CH:16]=[CH:17][C:12]=2[O:11][CH2:10][CH2:9]1)[C:2]1[CH:7]=[CH:6][CH:5]=[CH:4][CH:3]=1.C([SiH](CC)CC)C.B(F)(F)F. Product: [CH2:1]([N:8]1[C:13]2[CH:14]=[C:15]([CH2:18][C:19]3[CH:20]=[C:21]([C@H:26]4[C@H:31]([O:32][CH2:33][C:34]5[CH:39]=[CH:38][CH:37]=[CH:36][CH:35]=5)[C@@H:30]([O:40][CH2:41][C:42]5[CH:43]=[CH:44][CH:45]=[CH:46][CH:47]=5)[C@H:29]([O:48][CH2:49][C:50]5[CH:51]=[CH:52][CH:53]=[CH:54][CH:55]=5)[C@@H:28]([CH2:56][O:57][CH2:58][C:59]5[CH:60]=[CH:61][CH:62]=[CH:63][CH:64]=5)[O:27]4)[CH:22]=[CH:23][C:24]=3[Br:25])[CH:16]=[CH:17][C:12]=2[O:11][CH2:10][CH2:9]1)[C:2]1[CH:7]=[CH:6][CH:5]=[CH:4][CH:3]=1. The catalyst class is: 245. (3) Reactant: [NH2:1][C:2]1[CH:22]=[CH:21][C:5]([O:6][C:7]2[CH:8]=[C:9]([CH2:13][C:14]([NH:16][C:17]([CH3:20])([CH3:19])[CH3:18])=[O:15])[CH:10]=[CH:11][CH:12]=2)=[C:4]([Cl:23])[CH:3]=1.C([O:32][CH2:33][CH2:34][N:35]1[C:43]2[C:42](Cl)=[N:41][CH:40]=[N:39][C:38]=2[CH:37]=[CH:36]1)(=O)C1C=CC=CC=1.C(O)(C)C.[OH-].[Na+]. Product: [C:17]([NH:16][C:14](=[O:15])[CH2:13][C:9]1[CH:10]=[CH:11][CH:12]=[C:7]([O:6][C:5]2[CH:21]=[CH:22][C:2]([NH:1][C:42]3[C:43]4[N:35]([CH2:34][CH2:33][OH:32])[CH:36]=[CH:37][C:38]=4[N:39]=[CH:40][N:41]=3)=[CH:3][C:4]=2[Cl:23])[CH:8]=1)([CH3:19])([CH3:20])[CH3:18]. The catalyst class is: 5. (4) Reactant: [C:1]([O:5][C:6]([N:8]1[CH2:27][CH2:26][C:11]2([CH2:16][N:15]([C:17]3[N:22]=[CH:21][C:20]([N+:23]([O-])=O)=[CH:19][N:18]=3)[CH2:14][CH2:13][CH2:12]2)[CH2:10][CH2:9]1)=[O:7])([CH3:4])([CH3:3])[CH3:2]. Product: [NH2:23][C:20]1[CH:21]=[N:22][C:17]([N:15]2[CH2:14][CH2:13][CH2:12][C:11]3([CH2:26][CH2:27][N:8]([C:6]([O:5][C:1]([CH3:4])([CH3:3])[CH3:2])=[O:7])[CH2:9][CH2:10]3)[CH2:16]2)=[N:18][CH:19]=1. The catalyst class is: 99. (5) Reactant: [Cl:1][C:2]1[CH:3]=[CH:4][C:5]2[CH2:11][N:10]([C@@H:12]3[CH2:16][CH2:15][NH:14][CH2:13]3)[CH2:9][C:8](=[O:17])[N:7]([CH2:18][CH3:19])[C:6]=2[CH:20]=1.C([O-])([O-])=O.[K+].[K+].Br[CH2:28][CH2:29][CH:30]=[C:31]1[C:37]2[CH:38]=[CH:39][CH:40]=[N:41][C:36]=2[CH2:35][O:34][C:33]2[CH:42]=[CH:43][C:44]([C:46]([OH:49])([CH3:48])[CH3:47])=[CH:45][C:32]1=2. Product: [Cl:1][C:2]1[CH:3]=[CH:4][C:5]2[CH2:11][N:10]([C@@H:12]3[CH2:16][CH2:15][N:14]([CH2:28][CH2:29][CH:30]=[C:31]4[C:37]5[CH:38]=[CH:39][CH:40]=[N:41][C:36]=5[CH2:35][O:34][C:33]5[CH:42]=[CH:43][C:44]([C:46]([OH:49])([CH3:48])[CH3:47])=[CH:45][C:32]4=5)[CH2:13]3)[CH2:9][C:8](=[O:17])[N:7]([CH2:18][CH3:19])[C:6]=2[CH:20]=1. The catalyst class is: 47. (6) Reactant: [CH3:1][CH:2]([CH3:27])[CH:3]([O:9][C:10](=[O:26])[CH2:11][CH:12]([CH2:17][NH:18]C(OC(C)(C)C)=O)[CH2:13][CH:14]([CH3:16])[CH3:15])[O:4][C:5](=[O:8])[CH2:6][CH3:7].[F:28][C:29]([F:34])([F:33])[C:30]([OH:32])=[O:31]. Product: [OH:32][C:30]([C:29]([F:34])([F:33])[F:28])=[O:31].[CH3:27][CH:2]([CH3:1])[CH:3]([O:9][C:10](=[O:26])[CH2:11][CH:12]([CH2:17][NH2:18])[CH2:13][CH:14]([CH3:15])[CH3:16])[O:4][C:5](=[O:8])[CH2:6][CH3:7]. The catalyst class is: 2. (7) Reactant: [Cl:1][C:2]1[N:10]=[C:9]2[C:5]([NH:6][C:7](=[S:11])[NH:8]2)=[CH:4][N:3]=1.[OH-].[K+].I[CH3:15]. Product: [Cl:1][C:2]1[N:10]=[C:9]2[C:5]([NH:6][C:7]([S:11][CH3:15])=[N:8]2)=[CH:4][N:3]=1. The catalyst class is: 14. (8) Reactant: I[C:2]1[C:10]2[CH:9]=[N:8][CH:7]=[N:6][C:5]=2[N:4]([CH:11]([CH3:13])[CH3:12])[CH:3]=1.C([Mg]Cl)(C)C.[Cl:19][C:20]1[N:25]=[CH:24][N:23]=[C:22]([C:26](OC)=[O:27])[CH:21]=1. Product: [Cl:19][C:20]1[N:25]=[CH:24][N:23]=[C:22]([C:26]([C:2]2[C:10]3[CH:9]=[N:8][CH:7]=[N:6][C:5]=3[N:4]([CH:11]([CH3:13])[CH3:12])[CH:3]=2)=[O:27])[CH:21]=1. The catalyst class is: 1.